Dataset: Forward reaction prediction with 1.9M reactions from USPTO patents (1976-2016). Task: Predict the product of the given reaction. (1) Given the reactants [OH-].[K+].C[O:4][C:5]([C:7]1[CH:16]=[CH:15][C:14]2[C:9](=[CH:10][CH:11]=[C:12]([C:17]([CH2:37][CH3:38])([C:20]3[CH:25]=[CH:24][C:23]([O:26][CH:27]([CH2:34][CH3:35])[CH:28]([OH:33])[C:29]([CH3:32])([CH3:31])[CH3:30])=[C:22]([CH3:36])[CH:21]=3)[CH2:18][CH3:19])[CH:13]=2)[CH:8]=1)=[O:6].C1COCC1.CO, predict the reaction product. The product is: [CH2:18]([C:17]([C:12]1[CH:13]=[C:14]2[C:9](=[CH:10][CH:11]=1)[CH:8]=[C:7]([C:5]([OH:6])=[O:4])[CH:16]=[CH:15]2)([C:20]1[CH:25]=[CH:24][C:23]([O:26][CH:27]([CH2:34][CH3:35])[CH:28]([OH:33])[C:29]([CH3:32])([CH3:30])[CH3:31])=[C:22]([CH3:36])[CH:21]=1)[CH2:37][CH3:38])[CH3:19]. (2) Given the reactants [C:1]([O:5][C:6]([N:8]1[CH2:13][CH2:12][N:11]([C:14]2[CH:19]=[N:18][C:17]([NH2:20])=[C:16]([C:21]([OH:23])=[O:22])[N:15]=2)[CH2:10][CH2:9]1)=[O:7])([CH3:4])([CH3:3])[CH3:2].[CH3:24][Si](C=[N+]=[N-])(C)C, predict the reaction product. The product is: [CH3:24][O:22][C:21]([C:16]1[N:15]=[C:14]([N:11]2[CH2:10][CH2:9][N:8]([C:6]([O:5][C:1]([CH3:4])([CH3:2])[CH3:3])=[O:7])[CH2:13][CH2:12]2)[CH:19]=[N:18][C:17]=1[NH2:20])=[O:23].